This data is from Full USPTO retrosynthesis dataset with 1.9M reactions from patents (1976-2016). The task is: Predict the reactants needed to synthesize the given product. (1) Given the product [CH2:14]([NH:13][C:11](=[O:12])[NH:10][C:8]1[S:9][C:5]2[CH:4]=[C:3]([F:17])[C:2]([C:23]3[CH:22]=[CH:21][N:20]([CH:34]4[CH2:38][CH2:37][N:36]([C:39]([O:41][C:42]([CH3:44])([CH3:43])[CH3:45])=[O:40])[CH2:35]4)[C:19](=[O:18])[CH:24]=3)=[CH:16][C:6]=2[N:7]=1)[CH3:15], predict the reactants needed to synthesize it. The reactants are: Br[C:2]1[C:3]([F:17])=[CH:4][C:5]2[S:9][C:8]([NH:10][C:11]([NH:13][CH2:14][CH3:15])=[O:12])=[N:7][C:6]=2[CH:16]=1.[O:18]=[C:19]1[CH:24]=[C:23](B2OC(C)(C)C(C)(C)O2)[CH:22]=[CH:21][N:20]1[CH:34]1[CH2:38][CH2:37][N:36]([C:39]([O:41][C:42]([CH3:45])([CH3:44])[CH3:43])=[O:40])[CH2:35]1.[O-]P([O-])([O-])=O.[K+].[K+].[K+]. (2) Given the product [C:13]([O:4][C:3](=[O:5])[CH:2]([Br:1])[C:6]1[CH:11]=[CH:10][CH:9]=[CH:8][CH:7]=1)([CH3:15])([CH3:14])[CH3:12], predict the reactants needed to synthesize it. The reactants are: [Br:1][CH:2]([C:6]1[CH:11]=[CH:10][CH:9]=[CH:8][CH:7]=1)[C:3]([OH:5])=[O:4].[CH3:12][C:13](OC(OC(O[C:13]([CH3:15])([CH3:14])[CH3:12])=O)=O)([CH3:15])[CH3:14]. (3) The reactants are: [Br:1][C:2]1[CH:3]=[N:4][NH:5][CH:6]=1.[H-].[Na+].[O:9]1[CH2:13][CH2:12]OC1=O.CCOC(C)=O. Given the product [Br:1][C:2]1[CH:3]=[N:4][N:5]([CH2:12][CH2:13][OH:9])[CH:6]=1, predict the reactants needed to synthesize it. (4) Given the product [N:3]1[CH:4]=[CH:5][C:6]([NH:8][CH:9]2[CH2:18][C:17]3[CH:16]=[C:15]([C:19]([O:21][CH3:22])=[O:20])[CH:14]=[CH:13][C:12]=3[CH2:11][CH2:10]2)=[CH:7][CH:2]=1, predict the reactants needed to synthesize it. The reactants are: Cl[C:2]1[CH:7]=[C:6]([NH:8][CH:9]2[CH2:18][C:17]3[CH:16]=[C:15]([C:19]([O:21][CH3:22])=[O:20])[CH:14]=[CH:13][C:12]=3[CH2:11][CH2:10]2)[CH:5]=[CH:4][N:3]=1.